From a dataset of Peptide-MHC class II binding affinity with 134,281 pairs from IEDB. Regression. Given a peptide amino acid sequence and an MHC pseudo amino acid sequence, predict their binding affinity value. This is MHC class II binding data. (1) The MHC is H-2-IAd with pseudo-sequence H-2-IAd. The peptide sequence is PSMPYSVVVALVIIA. The binding affinity (normalized) is 0.0926. (2) The peptide sequence is IGPEAAEAAAAAPAA. The MHC is DRB1_1201 with pseudo-sequence DRB1_1201. The binding affinity (normalized) is 0. (3) The peptide sequence is DYIDAYVSRLLDD. The MHC is HLA-DQA10101-DQB10501 with pseudo-sequence HLA-DQA10101-DQB10501. The binding affinity (normalized) is 0.263. (4) The peptide sequence is DDVLAILPIEDLKAL. The MHC is HLA-DQA10501-DQB10201 with pseudo-sequence HLA-DQA10501-DQB10201. The binding affinity (normalized) is 0.625. (5) The peptide sequence is KTHESHLVRSWVTAG. The MHC is DRB1_1301 with pseudo-sequence DRB1_1301. The binding affinity (normalized) is 0.502.